The task is: Predict the reaction yield, written as a fraction of the theoretical maximum amount of product (1.0 means a 100% yield; for example, 0.34 means a 34% yield).. This data is from Reaction yield outcomes from USPTO patents with 853,638 reactions. (1) The reactants are CC1C([C:7]2[CH:19]=[N:18][C:17]3[C:16]4[CH:15]=[CH:14][C:13]([C:20]([O:22][CH3:23])=[O:21])=[CH:12][C:11]=4[N:10]([CH:24]([C:31]4[CH:36]=[CH:35][CH:34]=[CH:33][CH:32]=4)[CH:25]4[CH2:30][CH2:29][O:28][CH2:27][CH2:26]4)[C:9]=3[CH:8]=2)=C(C)ON=1.[Br:38]C1C=NC2C3C=CC(C(OC)=O)=CC=3NC=2C=1.C1(C(C2CCOCC2)O)C=CC=CC=1. No catalyst specified. The product is [Br:38][C:7]1[CH:19]=[N:18][C:17]2[C:16]3[CH:15]=[CH:14][C:13]([C:20]([O:22][CH3:23])=[O:21])=[CH:12][C:11]=3[N:10]([C@@H:24]([CH:25]3[CH2:30][CH2:29][O:28][CH2:27][CH2:26]3)[C:31]3[CH:32]=[CH:33][CH:34]=[CH:35][CH:36]=3)[C:9]=2[CH:8]=1. The yield is 0.570. (2) The reactants are [C:1]([O:5][C:6](=[O:20])[NH:7][CH2:8][C:9](=O)[CH2:10][NH:11][C:12]([O:14][C:15]([CH3:18])([CH3:17])[CH3:16])=[O:13])([CH3:4])([CH3:3])[CH3:2].[C:21]([CH:26]=P(C1C=CC=CC=1)(C1C=CC=CC=1)C1C=CC=CC=1)([O:23][CH2:24][CH3:25])=[O:22]. The catalyst is C1C=CC=CC=1. The product is [CH2:24]([O:23][C:21](=[O:22])[CH:26]=[C:9]([CH2:10][NH:11][C:12]([O:14][C:15]([CH3:18])([CH3:17])[CH3:16])=[O:13])[CH2:8][NH:7][C:6]([O:5][C:1]([CH3:4])([CH3:3])[CH3:2])=[O:20])[CH3:25]. The yield is 0.750. (3) The reactants are [OH:1][C:2]1[CH:7]=[C:6]([CH:8]([CH3:10])[CH3:9])[CH:5]=[CH:4][C:3]=1[C:11]1([NH:22][C:23](=[O:28])[CH2:24][CH2:25][CH2:26][CH3:27])[C:19](=[O:20])[C:18]2[C:13](=[CH:14][CH:15]=[CH:16][CH:17]=2)[C:12]1=[O:21].C(N(CC)CC)C.[C:36](Cl)(=[O:41])[C:37]([CH3:40])([CH3:39])[CH3:38]. The catalyst is C(Cl)Cl. The product is [O:21]=[C:12]1[C:13]2[C:18](=[CH:17][CH:16]=[CH:15][CH:14]=2)[C:19](=[O:20])[C:11]1([C:3]1[CH:4]=[CH:5][C:6]([CH:8]([CH3:10])[CH3:9])=[CH:7][C:2]=1[O:1][C:36](=[O:41])[C:37]([CH3:40])([CH3:39])[CH3:38])[NH:22][C:23](=[O:28])[CH2:24][CH2:25][CH2:26][CH3:27]. The yield is 0.910. (4) The reactants are [CH2:1]([O:4][CH:5]1[CH:9]([NH:10]C(OC(C)(C)C)=O)[CH2:8][N:7]([C:18]([O:20][CH2:21][C:22]2[CH:27]=[CH:26][CH:25]=[CH:24][CH:23]=2)=[O:19])[CH2:6]1)[CH:2]=[CH2:3].Cl.CO.CCOC(C)=O. The product is [CH2:1]([O:4][C@@H:5]1[C@@H:9]([NH2:10])[CH2:8][N:7]([C:18]([O:20][CH2:21][C:22]2[CH:23]=[CH:24][CH:25]=[CH:26][CH:27]=2)=[O:19])[CH2:6]1)[CH:2]=[CH2:3]. The yield is 0.680. The catalyst is C1COCC1.O1CCOCC1.C([O-])(O)=O.[Na+]. (5) The reactants are Cl.C([O:4][C:5]([CH:7]1[CH2:12][CH:11]([CH3:13])[CH2:10][CH2:9][NH:8]1)=[O:6])C.[OH-].[Na+].[C:16](O[C:16]([O:18][C:19]([CH3:22])([CH3:21])[CH3:20])=[O:17])([O:18][C:19]([CH3:22])([CH3:21])[CH3:20])=[O:17].Cl. The catalyst is O.CC(C)=O. The product is [C:19]([O:18][C:16]([N:8]1[CH2:9][CH2:10][CH:11]([CH3:13])[CH2:12][CH:7]1[C:5]([OH:4])=[O:6])=[O:17])([CH3:22])([CH3:21])[CH3:20]. The yield is 0.807. (6) The reactants are [Cl:1][C:2]1[CH:28]=[CH:27][C:5]([O:6][C:7]2[CH:26]=[CH:25][C:10]([O:11][CH2:12][C@@H:13]3[CH2:18][CH2:17][CH2:16][CH2:15][N:14]3[CH2:19][C:20]3[O:24][N:23]=[CH:22][N:21]=3)=[CH:9][CH:8]=2)=[CH:4][CH:3]=1.Cl. The catalyst is C(OCC)C. The product is [ClH:1].[Cl:1][C:2]1[CH:3]=[CH:4][C:5]([O:6][C:7]2[CH:26]=[CH:25][C:10]([O:11][CH2:12][C@@H:13]3[CH2:18][CH2:17][CH2:16][CH2:15][N:14]3[CH2:19][C:20]3[O:24][N:23]=[CH:22][N:21]=3)=[CH:9][CH:8]=2)=[CH:27][CH:28]=1. The yield is 0.820. (7) The reactants are COC(C1C(C#C[Si](C)(C)C)=C(O)C2C(=C([N+]([O-])=O)C=CC=2)N=1)=O.[CH3:25][O:26][C:27]([C:29]1[CH:38]=[C:37]([OH:39])[C:36]2[C:31](=[C:32]([C:46]#[N:47])[CH:33]=[C:34]([C:40]#[C:41][Si](C)(C)C)[CH:35]=2)[N:30]=1)=[O:28]. No catalyst specified. The product is [CH3:25][O:26][C:27]([C:29]1[CH:38]=[C:37]([OH:39])[C:36]2[C:31](=[C:32]([C:46]#[N:47])[CH:33]=[C:34]([C:40]#[CH:41])[CH:35]=2)[N:30]=1)=[O:28]. The yield is 0.910.